From a dataset of Forward reaction prediction with 1.9M reactions from USPTO patents (1976-2016). Predict the product of the given reaction. (1) The product is: [F:72][C:70]1[CH:69]=[CH:68][C:67]([C:73]([F:74])([F:76])[F:75])=[C:66]([CH:71]=1)[C:65]([N:62]1[CH2:61][CH2:60][N:59]([C:57](=[O:58])[CH2:56][NH:55][C:42]([C:40]2[N:18]=[N:17][N:16]([C:14]3[CH:15]=[CH:10][CH:11]=[CH:12][C:13]=3[CH3:1])[CH:41]=2)=[O:43])[CH2:64][CH2:63]1)=[O:77]. Given the reactants [CH3:1]CN(C(C)C)C(C)C.[CH:10]1[CH:11]=[CH:12][C:13]2[N:18](O)[N:17]=[N:16][C:14]=2[CH:15]=1.CCN=C=NCCCN(C)C.C1(C)C=CC=CC=1N1[CH:41]=[C:40]([C:42](O)=[O:43])N=N1.CC1C=CC=CC=1N.Cl.[NH2:55][CH2:56][C:57]([N:59]1[CH2:64][CH2:63][N:62]([C:65](=[O:77])[C:66]2[CH:71]=[C:70]([F:72])[CH:69]=[CH:68][C:67]=2[C:73]([F:76])([F:75])[F:74])[CH2:61][CH2:60]1)=[O:58].FC1C=CC(C(F)(F)F)=C(C=1)C(O)=O, predict the reaction product. (2) The product is: [NH2:1][C:2]1[C:11]2[CH:10]=[CH:9][C:8]([F:12])=[C:7]([C:22]3[C:23]([O:27][CH3:28])=[CH:24][CH:25]=[CH:26][C:21]=3[F:20])[C:6]=2[N:5]=[C:4]2[CH2:14][N:15]([CH2:18][CH3:19])[C:16](=[O:17])[C:3]=12. Given the reactants [NH2:1][C:2]1[C:11]2[CH:10]=[CH:9][C:8]([F:12])=[C:7](Br)[C:6]=2[N:5]=[C:4]2[CH2:14][N:15]([CH2:18][CH3:19])[C:16](=[O:17])[C:3]=12.[F:20][C:21]1[CH:26]=[CH:25][CH:24]=[C:23]([O:27][CH3:28])[C:22]=1B(O)O, predict the reaction product. (3) Given the reactants [CH2:1]([O:3][C:4]([C:6]1[C:7]([C:17]2[CH:22]=[CH:21][C:20]([N+:23]([O-])=O)=[CH:19][CH:18]=2)=[N:8][O:9][C:10]=1[C:11]1[CH:16]=[CH:15][CH:14]=[CH:13][CH:12]=1)=[O:5])[CH3:2].C(OC(C1ON=C(C2C=CC(N)=CC=2)C=1)=O)C, predict the reaction product. The product is: [CH2:1]([O:3][C:4]([C:6]1[C:7]([C:17]2[CH:22]=[CH:21][C:20]([NH2:23])=[CH:19][CH:18]=2)=[N:8][O:9][C:10]=1[C:11]1[CH:16]=[CH:15][CH:14]=[CH:13][CH:12]=1)=[O:5])[CH3:2]. (4) Given the reactants [NH2:1][C:2]([C:4]1[CH:5]=[N:6][C:7]2[C:12]([C:13]=1[NH:14][C:15]1[CH:16]=[C:17]([CH:23]=[CH:24][CH:25]=1)[C:18]([O:20]CC)=[O:19])=[CH:11][CH:10]=[C:9](Br)[CH:8]=2)=[O:3].B1(B2OC(C)(C)C(C)(C)O2)OC(C)(C)C(C)(C)O1.C([O-])(=O)C.[K+].Br[C:51]1[C:52]([O:61][CH:62]([CH3:64])[CH3:63])=[N:53][C:54]([O:57][CH:58]([CH3:60])[CH3:59])=[N:55][CH:56]=1.C(=O)(O)[O-].[Na+].[OH-].[Na+], predict the reaction product. The product is: [NH2:1][C:2]([C:4]1[CH:5]=[N:6][C:7]2[C:12]([C:13]=1[NH:14][C:15]1[CH:16]=[C:17]([CH:23]=[CH:24][CH:25]=1)[C:18]([OH:20])=[O:19])=[CH:11][CH:10]=[C:9]([C:51]1[C:52]([O:61][CH:62]([CH3:64])[CH3:63])=[N:53][C:54]([O:57][CH:58]([CH3:59])[CH3:60])=[N:55][CH:56]=1)[CH:8]=2)=[O:3]. (5) Given the reactants C[O:2][C:3]1[CH:4]=[C:5]([C:9]([C:11]2[CH:16]=[CH:15][CH:14]=[CH:13][CH:12]=2)=[O:10])[CH:6]=[CH:7][CH:8]=1.Br.CCOC(C)=O, predict the reaction product. The product is: [OH:2][C:3]1[CH:4]=[C:5]([C:9]([C:11]2[CH:16]=[CH:15][CH:14]=[CH:13][CH:12]=2)=[O:10])[CH:6]=[CH:7][CH:8]=1. (6) Given the reactants [CH2:1]([N:4]([S:20]([C:23]1[CH:28]=[CH:27][CH:26]=[C:25]([O:29][CH3:30])[CH:24]=1)(=[O:22])=[O:21])[C@@H:5]([C:10]([O:12][CH2:13][C:14]1[CH:19]=[CH:18][CH:17]=[CH:16][CH:15]=1)=[O:11])[C:6]([CH3:9])([CH3:8])[CH3:7])[CH:2]=[CH2:3].B1C2CCCC1CCC2.Br[C:41]1[CH:42]=[N:43][CH:44]=[CH:45][CH:46]=1.C(=O)([O-])[O-].[K+].[K+], predict the reaction product. The product is: [CH2:13]([O:12][C:10](=[O:11])[C@H:5]([N:4]([S:20]([C:23]1[CH:28]=[CH:27][CH:26]=[C:25]([O:29][CH3:30])[CH:24]=1)(=[O:22])=[O:21])[CH2:1][CH2:2][CH2:3][C:41]1[CH:42]=[N:43][CH:44]=[CH:45][CH:46]=1)[C:6]([CH3:9])([CH3:8])[CH3:7])[C:14]1[CH:15]=[CH:16][CH:17]=[CH:18][CH:19]=1. (7) Given the reactants Br[C:2]1[C:11]2[C:6](=[CH:7][C:8]([OH:12])=[CH:9][CH:10]=2)[CH:5]=[C:4]([NH:13][C:14]2[CH:18]=[C:17]([CH3:19])[NH:16][N:15]=2)[N:3]=1.[C:20](B1OC(C)(C)C(C)(C)O1)([CH3:22])=[CH2:21], predict the reaction product. The product is: [C:20]([C:2]1[C:11]2[C:6](=[CH:7][C:8]([OH:12])=[CH:9][CH:10]=2)[CH:5]=[C:4]([NH:13][C:14]2[CH:18]=[C:17]([CH3:19])[NH:16][N:15]=2)[N:3]=1)([CH3:22])=[CH2:21]. (8) Given the reactants C(OC([N:6]1[CH:10]=[C:9](B2OC(C)(C)C(C)(C)O2)[CH:8]=[N:7]1)C)C.[NH2:20][C:21]1[N:26]=[CH:25][N:24]=[C:23]2[N:27]([CH:31]([C:33]3[C:34]([O:48][CH3:49])=[C:35]([CH:41]4[CH2:44][N:43]([CH2:45][C:46]#[N:47])[CH2:42]4)[C:36]([CH3:40])=[C:37]([Cl:39])[CH:38]=3)[CH3:32])[N:28]=[C:29](Br)[C:22]=12.C(=O)([O-])[O-].[Na+].[Na+].O.Cl.C([O-])(O)=O.[Na+], predict the reaction product. The product is: [NH2:20][C:21]1[N:26]=[CH:25][N:24]=[C:23]2[N:27]([CH:31]([C:33]3[C:34]([O:48][CH3:49])=[C:35]([CH:41]4[CH2:44][N:43]([CH2:45][C:46]#[N:47])[CH2:42]4)[C:36]([CH3:40])=[C:37]([Cl:39])[CH:38]=3)[CH3:32])[N:28]=[C:29]([C:9]3[CH:10]=[N:6][NH:7][CH:8]=3)[C:22]=12. (9) Given the reactants Cl.[NH2:2][C:3]1[C:4]([OH:19])=[C:5]([C:10]2[CH:15]=[CH:14][CH:13]=[C:12]([C:16]([OH:18])=[O:17])[CH:11]=2)[CH:6]=[C:7]([CH3:9])[CH:8]=1.[N:20]([O-])=O.[Na+].[CH3:24][C:25]1[CH2:26][C:27](=[O:40])[N:28]([C:30]2[CH:39]=[CH:38][C:37]3[CH2:36][CH2:35][CH2:34][CH2:33][C:32]=3[CH:31]=2)[N:29]=1.C(=O)(O)[O-].[Na+], predict the reaction product. The product is: [OH:19][C:4]1[C:3]([NH:2][N:20]=[C:26]2[C:27](=[O:40])[N:28]([C:30]3[CH:39]=[CH:38][C:37]4[CH2:36][CH2:35][CH2:34][CH2:33][C:32]=4[CH:31]=3)[N:29]=[C:25]2[CH3:24])=[CH:8][C:7]([CH3:9])=[CH:6][C:5]=1[C:10]1[CH:15]=[CH:14][CH:13]=[C:12]([C:16]([OH:18])=[O:17])[CH:11]=1.